This data is from Peptide-MHC class I binding affinity with 185,985 pairs from IEDB/IMGT. The task is: Regression. Given a peptide amino acid sequence and an MHC pseudo amino acid sequence, predict their binding affinity value. This is MHC class I binding data. The peptide sequence is NASLKNTISK. The MHC is HLA-A03:01 with pseudo-sequence HLA-A03:01. The binding affinity (normalized) is 0.563.